Task: Predict the reaction yield, written as a fraction of the theoretical maximum amount of product (1.0 means a 100% yield; for example, 0.34 means a 34% yield).. Dataset: Reaction yield outcomes from USPTO patents with 853,638 reactions (1) The reactants are [I:1][C:2]1[C:14]([C:15]([O:17][CH2:18][CH3:19])=[O:16])=[C:5]2[CH2:6][NH:7][CH:8]([C:10]([F:13])([F:12])[F:11])[CH2:9][N:4]2[N:3]=1.[CH3:20][C:21]([O:24][C:25](O[C:25]([O:24][C:21]([CH3:23])([CH3:22])[CH3:20])=[O:26])=[O:26])([CH3:23])[CH3:22]. The catalyst is C(Cl)Cl.CN(C1C=CN=CC=1)C. The product is [I:1][C:2]1[C:14]([C:15]([O:17][CH2:18][CH3:19])=[O:16])=[C:5]2[CH2:6][N:7]([C:25]([O:24][C:21]([CH3:23])([CH3:22])[CH3:20])=[O:26])[CH:8]([C:10]([F:11])([F:13])[F:12])[CH2:9][N:4]2[N:3]=1. The yield is 0.760. (2) The reactants are C([O:3][C:4](=[O:33])[CH2:5][CH2:6][CH2:7][CH2:8][CH2:9][O:10][CH2:11][CH2:12][O:13][CH2:14][CH2:15][O:16][CH2:17][CH2:18][O:19][CH2:20][CH2:21][O:22][CH2:23][CH2:24][O:25][CH2:26][CH2:27][O:28][CH2:29][CH2:30][O:31][CH3:32])C. The catalyst is [OH-].[Na+]. The product is [CH3:32][O:31][CH2:30][CH2:29][O:28][CH2:27][CH2:26][O:25][CH2:24][CH2:23][O:22][CH2:21][CH2:20][O:19][CH2:18][CH2:17][O:16][CH2:15][CH2:14][O:13][CH2:12][CH2:11][O:10][CH2:9][CH2:8][CH2:7][CH2:6][CH2:5][C:4]([OH:33])=[O:3]. The yield is 0.620. (3) The catalyst is CO.C(O)(=O)C. The reactants are C([N:3](CC)[CH:4]=[CH:5][C:6]([C:8]1[CH:9]=[C:10]([NH:16][C:17]([NH:19][C:20]2[CH:25]=[CH:24][C:23]([F:26])=[CH:22][C:21]=2[F:27])=[O:18])[CH:11]=[CH:12][C:13]=1[O:14][CH3:15])=O)C.[NH2:30]N. The product is [F:27][C:21]1[CH:22]=[C:23]([F:26])[CH:24]=[CH:25][C:20]=1[NH:19][C:17]([NH:16][C:10]1[CH:11]=[CH:12][C:13]([O:14][CH3:15])=[C:8]([C:6]2[NH:30][N:3]=[CH:4][CH:5]=2)[CH:9]=1)=[O:18]. The yield is 0.760. (4) The reactants are [CH3:1][CH2:2][NH:3][C:4]([C@H:6]1[O:10][C@@H:9]([N:11]2[C:15]3[N:16]=[C:17]([C:21]#[C:22][CH2:23][CH:24]4[CH2:29][CH2:28][CH:27]([C:30]([O:32]C)=O)[CH2:26][CH2:25]4)[N:18]=[C:19]([NH2:20])[C:14]=3[N:13]=[CH:12]2)[C@H:8]([OH:34])[C@@H:7]1[OH:35])=[O:5].CO.[NH3:38]. No catalyst specified. The product is [CH2:2]([NH:3][C:4]([CH:6]1[CH:7]([OH:35])[CH:8]([OH:34])[CH:9]([N:11]2[CH:12]=[N:13][C:14]3[C:15]2=[N:16][C:17]([C:21]#[C:22][CH2:23][CH:24]2[CH2:25][CH2:26][CH:27]([C:30](=[O:32])[NH2:38])[CH2:28][CH2:29]2)=[N:18][C:19]=3[NH2:20])[O:10]1)=[O:5])[CH3:1]. The yield is 0.830. (5) The reactants are [Br:1][C:2]1[CH:7]=[CH:6][C:5](/[CH:8]=C/N(C)C)=[C:4]([N+:13]([O-:15])=[O:14])[CH:3]=1.C1C[O:19]CC1. The catalyst is P([O-])([O-])([O-])=O. The product is [Br:1][C:2]1[CH:7]=[CH:6][C:5]([CH:8]=[O:19])=[C:4]([N+:13]([O-:15])=[O:14])[CH:3]=1. The yield is 0.280.